Dataset: Catalyst prediction with 721,799 reactions and 888 catalyst types from USPTO. Task: Predict which catalyst facilitates the given reaction. Reactant: [CH2:1]([NH:3][C:4]([NH:6][C:7]1[CH:12]=[CH:11][C:10]([C:13]2[N:14]=[C:15]([N:27]3[CH2:32][CH2:31][O:30][CH2:29][CH2:28]3)[C:16]3[CH2:17][CH2:18][N:19]4[C@H:23]([C:24]=3[N:25]=2)[CH2:22][CH2:21][C:20]4=[O:26])=[CH:9][CH:8]=1)=[O:5])[CH3:2].ClC1N=C(N2CCOCC2)C2CCN3C(C=2N=1)CCC3=O.B(O)O.C([O-])(=O)C.[K+].C(#N)C. Product: [CH2:1]([NH:3][C:4]([NH:6][C:7]1[CH:8]=[CH:9][C:10]([C:13]2[N:14]=[C:15]([N:27]3[CH2:28][CH2:29][O:30][CH2:31][CH2:32]3)[C:16]3[CH2:17][CH2:18][N:19]4[C@@H:23]([C:24]=3[N:25]=2)[CH2:22][CH2:21][C:20]4=[O:26])=[CH:11][CH:12]=1)=[O:5])[CH3:2]. The catalyst class is: 257.